This data is from Reaction yield outcomes from USPTO patents with 853,638 reactions. The task is: Predict the reaction yield, written as a fraction of the theoretical maximum amount of product (1.0 means a 100% yield; for example, 0.34 means a 34% yield). (1) The reactants are [OH:1][C:2]1([CH2:36][CH:37]=C)[CH2:7][CH2:6][CH:5]([N:8]2[C:13](=[O:14])[C:12]([CH2:15][C:16]3[CH:21]=[CH:20][C:19]([C:22]4[C:23]([C:28]#[N:29])=[CH:24][CH:25]=[CH:26][CH:27]=4)=[CH:18][CH:17]=3)=[C:11]([CH2:30][CH2:31][CH3:32])[N:10]3[N:33]=[CH:34][N:35]=[C:9]23)[CH2:4][CH2:3]1.I([O-])(=O)(=O)=[O:40].[Na+].CC(C)=O.C(#N)C. The catalyst is C(OCC)(=O)C.O.[Os]=O. The product is [OH:1][C:2]1([CH2:36][CH2:37][OH:40])[CH2:7][CH2:6][CH:5]([N:8]2[C:13](=[O:14])[C:12]([CH2:15][C:16]3[CH:17]=[CH:18][C:19]([C:22]4[C:23]([C:28]#[N:29])=[CH:24][CH:25]=[CH:26][CH:27]=4)=[CH:20][CH:21]=3)=[C:11]([CH2:30][CH2:31][CH3:32])[N:10]3[N:33]=[CH:34][N:35]=[C:9]23)[CH2:4][CH2:3]1. The yield is 0.360. (2) The reactants are Br[C:2]1[CH:7]=[CH:6][C:5]([N:8]2[CH:12]([C:13]3[CH:18]=[CH:17][C:16]([N+:19]([O-:21])=[O:20])=[CH:15][CH:14]=3)[CH2:11][CH2:10][CH:9]2[C:22]2[CH:27]=[CH:26][C:25]([N+:28]([O-:30])=[O:29])=[CH:24][CH:23]=2)=[CH:4][CH:3]=1.[CH3:31][N:32]([CH3:42])[C:33]1[N:38]=[CH:37][C:36](B(O)O)=[CH:35][CH:34]=1.P([O-])([O-])([O-])=O.[K+].[K+].[K+].C1COCC1. The catalyst is [Pd](Cl)Cl.C(P(C(C)(C)C)[C-]1C=CC=C1)(C)(C)C.[C-]1(P(C(C)(C)C)C(C)(C)C)C=CC=C1.[Fe+2].O. The product is [N+:19]([C:16]1[CH:15]=[CH:14][C:13]([CH:12]2[CH2:11][CH2:10][CH:9]([C:22]3[CH:23]=[CH:24][C:25]([N+:28]([O-:30])=[O:29])=[CH:26][CH:27]=3)[N:8]2[C:5]2[CH:6]=[CH:7][C:2]([C:36]3[CH:35]=[CH:34][C:33]([N:32]([CH3:42])[CH3:31])=[N:38][CH:37]=3)=[CH:3][CH:4]=2)=[CH:18][CH:17]=1)([O-:21])=[O:20]. The yield is 0.960. (3) The reactants are [CH:1]([C@H:3]1[CH2:8][CH2:7][C@H:6]([N:9]2[C:14](=[O:15])[C:13]([CH2:16][C:17]3[CH:22]=[CH:21][C:20]([C:23]4[C:24]([C:29]#[N:30])=[CH:25][CH:26]=[CH:27][CH:28]=4)=[CH:19][CH:18]=3)=[C:12]([CH2:31][CH2:32][CH3:33])[N:11]3[N:34]=[CH:35][N:36]=[C:10]23)[CH2:5][CH2:4]1)=[O:2].Br[Mg][C:39]1[CH:44]=[CH:43][C:42]([O:45][CH3:46])=[CH:41][CH:40]=1.Cl. The catalyst is O1CCCC1. The product is [OH:2][CH:1]([C:39]1[CH:44]=[CH:43][C:42]([O:45][CH3:46])=[CH:41][CH:40]=1)[C@H:3]1[CH2:4][CH2:5][C@H:6]([N:9]2[C:14](=[O:15])[C:13]([CH2:16][C:17]3[CH:22]=[CH:21][C:20]([C:23]4[C:24]([C:29]#[N:30])=[CH:25][CH:26]=[CH:27][CH:28]=4)=[CH:19][CH:18]=3)=[C:12]([CH2:31][CH2:32][CH3:33])[N:11]3[N:34]=[CH:35][N:36]=[C:10]23)[CH2:7][CH2:8]1. The yield is 0.700. (4) The reactants are CC1C=C(C2C=CC(N/N=C3/C(C4C(N)=C(S([O-])(=O)=O)C=C(S([O-])(=O)=O)C=4C=C/3)=[O:18])=C(C)C=2)C=CC=1N/N=C1/C(C2C(N)=C(S([O-])(=O)=O)C=C(S([O-])(=O)=O)C=2C=C/1)=O.[Na+].[Na+].[Na+].[Na+].[Cl-:63].[Mg+2:64].[Cl-]. The catalyst is O. The product is [OH2:18].[OH2:18].[OH2:18].[OH2:18].[OH2:18].[OH2:18].[Cl-:63].[Mg+2:64].[Cl-:63]. The yield is 0.350. (5) The reactants are [Cl:1][C:2]1[CH:3]=[C:4]([NH:8][C:9]2[CH:14]=[C:13]([NH:15][C:16]3[CH:17]=[C:18]([CH:26]=[CH:27][CH:28]=3)[C:19]([O:21][C:22]([CH3:25])([CH3:24])[CH3:23])=[O:20])[N:12]3[N:29]=[CH:30][CH:31]=[C:11]3[N:10]=2)[CH:5]=[CH:6][CH:7]=1.O=P(Cl)(Cl)Cl.CN([CH:40]=[O:41])C. No catalyst specified. The product is [Cl:1][C:2]1[CH:3]=[C:4]([NH:8][C:9]2[CH:14]=[C:13]([NH:15][C:16]3[CH:17]=[C:18]([CH:26]=[CH:27][CH:28]=3)[C:19]([O:21][C:22]([CH3:25])([CH3:24])[CH3:23])=[O:20])[N:12]3[N:29]=[CH:30][C:31]([CH:40]=[O:41])=[C:11]3[N:10]=2)[CH:5]=[CH:6][CH:7]=1. The yield is 0.120. (6) The reactants are [CH3:1][C:2]1[N:11]=[CH:10][C:9]2[C:4](=[CH:5][CH:6]=[CH:7][C:8]=2[N:12]2[CH2:17][CH2:16][NH:15][CH2:14][CH2:13]2)[N:3]=1.[Br:18][C:19]1[C:20]([OH:29])=[C:21]([CH2:26][CH:27]=O)[C:22]([F:25])=[CH:23][CH:24]=1.[O-]S([O-])(=O)=O.[Na+].[Na+].C(O[BH-](OC(=O)C)OC(=O)C)(=O)C.[Na+].[NH4+].[Cl-]. The catalyst is C(Cl)Cl. The product is [Br:18][C:19]1[C:20]([OH:29])=[C:21]([CH2:26][CH2:27][N:15]2[CH2:16][CH2:17][N:12]([C:8]3[CH:7]=[CH:6][CH:5]=[C:4]4[C:9]=3[CH:10]=[N:11][C:2]([CH3:1])=[N:3]4)[CH2:13][CH2:14]2)[C:22]([F:25])=[CH:23][CH:24]=1. The yield is 0.600. (7) The reactants are C([N:8]1[CH2:12][CH2:11][C:10]2([C:16]3[CH:17]=[CH:18][CH:19]=[CH:20][C:15]=3[CH2:14][O:13]2)[CH2:9]1)C1C=CC=CC=1. The catalyst is CO.[Pd]. The product is [NH:8]1[CH2:12][CH2:11][C:10]2([C:16]3[CH:17]=[CH:18][CH:19]=[CH:20][C:15]=3[CH2:14][O:13]2)[CH2:9]1. The yield is 0.920.